From a dataset of Full USPTO retrosynthesis dataset with 1.9M reactions from patents (1976-2016). Predict the reactants needed to synthesize the given product. (1) Given the product [CH2:20]([C@@H:18]1[CH2:19][N:14]2[C:15]([C:16]3[NH:8][C:9]([C:31]([N:38]4[CH2:43][CH2:42][CH2:41][CH2:40][CH2:39]4)=[O:32])=[N:10][C:11]=3[N:12]([CH2:28][CH2:29][CH3:30])[C:13]2=[O:27])=[N:17]1)[C:21]1[CH:26]=[CH:25][CH:24]=[CH:23][CH:22]=1, predict the reactants needed to synthesize it. The reactants are: C([N:8]1[C:16]2[C:15]3=[N:17][C@H:18]([CH2:20][C:21]4[CH:26]=[CH:25][CH:24]=[CH:23][CH:22]=4)[CH2:19][N:14]3[C:13](=[O:27])[N:12]([CH2:28][CH2:29][CH3:30])[C:11]=2[N:10]=[C:9]1[C:31](O)=[O:32])C1C=CC=CC=1.S(Cl)(Cl)=O.[NH:38]1[CH2:43][CH2:42][CH2:41][CH2:40][CH2:39]1. (2) The reactants are: [CH:1]1[N:5]2[C:6]3[C:11]([N:12]=[C:13]([NH:14][NH:15][C:16](C4NC5C(C=4)=CC=CC=5)=[O:17])[C:4]2=[CH:3][CH:2]=1)=[CH:10][CH:9]=[CH:8][CH:7]=3.[NH:27]1[C:35]2[C:30](=[CH:31][CH:32]=[C:33](C(O)=O)[CH:34]=2)[CH:29]=[CH:28]1. Given the product [CH:1]1[N:5]2[C:6]3[C:11]([N:12]=[C:13]([NH:14][NH:15][C:16]([C:33]4[CH:34]=[C:35]5[C:30]([CH:29]=[CH:28][NH:27]5)=[CH:31][CH:32]=4)=[O:17])[C:4]2=[CH:3][CH:2]=1)=[CH:10][CH:9]=[CH:8][CH:7]=3, predict the reactants needed to synthesize it. (3) Given the product [CH:1]1([CH:7]([C:18]2[O:19][C:20]([C:24]3[CH:29]=[CH:28][C:27]([C:30]([F:33])([F:31])[F:32])=[CH:26][CH:25]=3)=[CH:21][C:22]=2[CH3:23])[O:8][C:9]2[CH:10]=[CH:11][C:12]([C:13]([N:35]([CH3:34])[CH2:36][CH2:37][C:38]([OH:40])=[O:39])=[O:14])=[CH:16][CH:17]=2)[CH2:6][CH2:5][CH2:4][CH2:3][CH2:2]1, predict the reactants needed to synthesize it. The reactants are: [CH:1]1([CH:7]([C:18]2[O:19][C:20]([C:24]3[CH:29]=[CH:28][C:27]([C:30]([F:33])([F:32])[F:31])=[CH:26][CH:25]=3)=[CH:21][C:22]=2[CH3:23])[O:8][C:9]2[CH:17]=[CH:16][C:12]([C:13](O)=[O:14])=[CH:11][CH:10]=2)[CH2:6][CH2:5][CH2:4][CH2:3][CH2:2]1.[CH3:34][NH:35][CH2:36][CH2:37][C:38]([O:40]CC)=[O:39].Cl.C(N=C=NCCCN(C)C)C.O.OC1C2N=NNC=2C=CC=1.